Dataset: Reaction yield outcomes from USPTO patents with 853,638 reactions. Task: Predict the reaction yield, written as a fraction of the theoretical maximum amount of product (1.0 means a 100% yield; for example, 0.34 means a 34% yield). (1) The reactants are CO[C:3](=[O:26])[C:4]1[CH:9]=[CH:8][C:7]([O:10][CH2:11][C:12]2[C:13]([C:18]3[CH:23]=[CH:22][C:21]([F:24])=[C:20]([F:25])[CH:19]=3)=[N:14][O:15][C:16]=2[CH3:17])=[N:6][CH:5]=1.[NH2:27][C:28]([CH3:32])([CH3:31])[CH2:29][OH:30]. No catalyst specified. The product is [F:25][C:20]1[CH:19]=[C:18]([C:13]2[C:12]([CH2:11][O:10][C:7]3[CH:8]=[CH:9][C:4]([C:3]([NH:27][C:28]([CH3:32])([CH3:31])[CH2:29][OH:30])=[O:26])=[CH:5][N:6]=3)=[C:16]([CH3:17])[O:15][N:14]=2)[CH:23]=[CH:22][C:21]=1[F:24]. The yield is 0.500. (2) The reactants are [F:1][CH:2]([F:17])[C:3]1[O:7][N:6]=[C:5]([C:8]2[S:12][C:11]([C:13]([OH:15])=O)=[CH:10][CH:9]=2)[C:4]=1[CH3:16].[NH:18]1[CH2:23][CH2:22][CH2:21][CH2:20][CH2:19]1. No catalyst specified. The product is [F:17][CH:2]([F:1])[C:3]1[O:7][N:6]=[C:5]([C:8]2[S:12][C:11]([C:13]([N:18]3[CH2:23][CH2:22][CH2:21][CH2:20][CH2:19]3)=[O:15])=[CH:10][CH:9]=2)[C:4]=1[CH3:16]. The yield is 0.660. (3) The reactants are [C:1]([C:3]1[CH:8]=[CH:7][C:6]([S:9](Cl)(=[O:11])=[O:10])=[CH:5][CH:4]=1)#[N:2].C(O[CH2:17][CH3:18])(=O)C. The catalyst is N1C=CC=CC=1.O. The product is [C:1]([C:3]1[CH:8]=[CH:7][C:6]([S:9]([NH:2][C:1]2[CH:3]=[CH:4][CH:5]=[CH:6][C:17]=2[CH3:18])(=[O:11])=[O:10])=[CH:5][CH:4]=1)#[N:2]. The yield is 0.920.